The task is: Predict the reaction yield, written as a fraction of the theoretical maximum amount of product (1.0 means a 100% yield; for example, 0.34 means a 34% yield).. This data is from Reaction yield outcomes from USPTO patents with 853,638 reactions. (1) The reactants are [OH:1][CH:2]1[CH2:7][CH2:6][CH:5]([NH:8][C:9]2[CH:16]=[C:15]([N:17]3[C:26]4[CH2:25][C:24]([CH3:28])([CH3:27])[CH2:23][C:22](=[O:29])[C:21]=4[CH2:20][C:19]([CH3:30])=[N:18]3)[CH:14]=[CH:13][C:10]=2[C:11]#[N:12])[CH2:4][CH2:3]1.CS(C)=[O:33].[OH-].[Na+]. The catalyst is CO.OO. The product is [OH:1][CH:2]1[CH2:7][CH2:6][CH:5]([NH:8][C:9]2[CH:16]=[C:15]([N:17]3[C:26]4[CH2:25][C:24]([CH3:27])([CH3:28])[CH2:23][C:22](=[O:29])[C:21]=4[CH2:20][C:19]([CH3:30])=[N:18]3)[CH:14]=[CH:13][C:10]=2[C:11]([NH2:12])=[O:33])[CH2:4][CH2:3]1. The yield is 0.270. (2) The yield is 0.810. The catalyst is O1CCCC1.CN(C)P(N(C)C)(N(C)C)=O. The product is [CH:27]1([CH2:26][CH:21]([C:16]2[CH:17]=[CH:18][C:19]([Cl:20])=[C:14]([Cl:13])[CH:15]=2)[C:22]([OH:24])=[O:23])[CH2:31][CH2:30][CH2:29][CH2:28]1. The reactants are C(NC(C)C)(C)C.C([Li])CCC.[Cl:13][C:14]1[CH:15]=[C:16]([CH2:21][C:22]([OH:24])=[O:23])[CH:17]=[CH:18][C:19]=1[Cl:20].I[CH2:26][CH:27]1[CH2:31][CH2:30][CH2:29][CH2:28]1.Cl. (3) The reactants are C(OC([N:8]1[CH2:13][CH2:12][N:11]([C:14]2[S:15][C:16]([C:19](=[O:22])[CH2:20][CH3:21])=[CH:17][N:18]=2)[CH2:10][CH2:9]1)=O)(C)(C)C.[ClH:23]. The catalyst is O1CCOCC1.CCOCC. The product is [ClH:23].[N:11]1([C:14]2[S:15][C:16]([C:19](=[O:22])[CH2:20][CH3:21])=[CH:17][N:18]=2)[CH2:12][CH2:13][NH:8][CH2:9][CH2:10]1. The yield is 0.990. (4) The reactants are [NH2:1][C@H:2]([C:7]([OH:9])=[O:8])[C:3]([CH3:6])([CH3:5])[CH3:4].C([O-])(O)=O.[Na+].Cl[C:16]([O:18][CH2:19][C:20]1[CH:25]=[CH:24][CH:23]=[CH:22][CH:21]=1)=[O:17].C([O-])([O-])=O.[Na+].[Na+]. The catalyst is O. The product is [CH2:19]([O:18][C:16]([NH:1][CH:2]([C:3]([CH3:6])([CH3:5])[CH3:4])[C:7]([OH:9])=[O:8])=[O:17])[C:20]1[CH:25]=[CH:24][CH:23]=[CH:22][CH:21]=1. The yield is 0.815. (5) The reactants are Br[C:2]1[CH:3]=[C:4]2[C:8](=[C:9]([C:11]([NH2:13])=[O:12])[CH:10]=1)[NH:7][CH:6]=[C:5]2[CH:14]1[CH2:19][CH2:18][N:17]([S:20]([CH2:23][CH3:24])(=[O:22])=[O:21])[CH2:16][CH2:15]1.[CH3:25][N:26]1[CH2:31][CH2:30][N:29]([C:32]2[CH:37]=[CH:36][C:35](B3OC(C)(C)C(C)(C)O3)=[CH:34][CH:33]=2)[C:28](=[O:47])[CH2:27]1.C(=O)([O-])[O-].[K+].[K+]. The catalyst is O1CCOCC1.O.Cl[Pd-](P(C1CC2CC1CC2)C1CC2CC1CC2)[C-]1C=CC=C1CN(C)C.[CH-]1C=CC=C1.[Fe+2]. The product is [CH2:23]([S:20]([N:17]1[CH2:18][CH2:19][CH:14]([C:5]2[C:4]3[C:8](=[C:9]([C:11]([NH2:13])=[O:12])[CH:10]=[C:2]([C:35]4[CH:34]=[CH:33][C:32]([N:29]5[CH2:30][CH2:31][N:26]([CH3:25])[CH2:27][C:28]5=[O:47])=[CH:37][CH:36]=4)[CH:3]=3)[NH:7][CH:6]=2)[CH2:15][CH2:16]1)(=[O:22])=[O:21])[CH3:24]. The yield is 0.0800.